This data is from Peptide-MHC class II binding affinity with 134,281 pairs from IEDB. The task is: Regression. Given a peptide amino acid sequence and an MHC pseudo amino acid sequence, predict their binding affinity value. This is MHC class II binding data. (1) The peptide sequence is RLTQSHPILNMIDTK. The MHC is H-2-IAb with pseudo-sequence H-2-IAb. The binding affinity (normalized) is 0.560. (2) The peptide sequence is DAAFKIAATAANAAP. The MHC is HLA-DPA10201-DPB10501 with pseudo-sequence HLA-DPA10201-DPB10501. The binding affinity (normalized) is 0.188. (3) The peptide sequence is PAAAYATATPAAATA. The MHC is DRB1_0401 with pseudo-sequence DRB1_0401. The binding affinity (normalized) is 0.997. (4) The peptide sequence is TLMGRYTHYKSRNLN. The MHC is DRB1_0401 with pseudo-sequence DRB1_0401. The binding affinity (normalized) is 0.755. (5) The peptide sequence is VFGNCEGVKIIGISI. The MHC is HLA-DPA10201-DPB10101 with pseudo-sequence HLA-DPA10201-DPB10101. The binding affinity (normalized) is 0.501. (6) The peptide sequence is VNWEVIIMDEAHFLDHHHHHH. The MHC is HLA-DQA10201-DQB10301 with pseudo-sequence HLA-DQA10201-DQB10301. The binding affinity (normalized) is 0.